Predict which catalyst facilitates the given reaction. From a dataset of Catalyst prediction with 721,799 reactions and 888 catalyst types from USPTO. (1) Reactant: [Li+].[OH-].C([O:5][C:6]([C:8]1[NH:9][C:10]([C:13]2[CH:18]=[CH:17][CH:16]=[CH:15][CH:14]=2)=[CH:11][CH:12]=1)=[O:7])C.O.Cl. Product: [C:13]1([C:10]2[NH:9][C:8]([C:6]([OH:7])=[O:5])=[CH:12][CH:11]=2)[CH:14]=[CH:15][CH:16]=[CH:17][CH:18]=1. The catalyst class is: 87. (2) Reactant: [Cl-].[CH3:2][O:3][C:4](=[O:14])[CH2:5][C:6]1[N:11]=[CH:10][C:9]([CH2:12][NH3+:13])=[CH:8][CH:7]=1.C(N(CC)CC)C.[CH3:22][C:23]([O:26][C:27](O[C:27]([O:26][C:23]([CH3:25])([CH3:24])[CH3:22])=[O:28])=[O:28])([CH3:25])[CH3:24]. Product: [C:23]([O:26][C:27]([NH:13][CH2:12][C:9]1[CH:8]=[CH:7][C:6]([CH2:5][C:4]([O:3][CH3:2])=[O:14])=[N:11][CH:10]=1)=[O:28])([CH3:25])([CH3:24])[CH3:22]. The catalyst class is: 2. (3) Reactant: Cl.Cl.[NH2:3][C@H:4]([C:6]1[N:7]([C:24]2[CH:29]=[CH:28][CH:27]=[CH:26][CH:25]=2)[C:8]2[C:14]([C:15]([N:17]3[CH2:22][CH2:21][O:20][CH2:19][CH2:18]3)=[O:16])=[C:13]([F:23])[CH:12]=[CH:11][C:9]=2[N:10]=1)[CH3:5].[NH2:30][C:31]1[C:36]([C:37]#[N:38])=[C:35](Cl)[N:34]=[CH:33][N:32]=1.CCN(C(C)C)C(C)C. The catalyst class is: 41. Product: [NH2:30][C:31]1[C:36]([C:37]#[N:38])=[C:35]([NH:3][C@H:4]([C:6]2[N:7]([C:24]3[CH:29]=[CH:28][CH:27]=[CH:26][CH:25]=3)[C:8]3[C:14]([C:15]([N:17]4[CH2:18][CH2:19][O:20][CH2:21][CH2:22]4)=[O:16])=[C:13]([F:23])[CH:12]=[CH:11][C:9]=3[N:10]=2)[CH3:5])[N:34]=[CH:33][N:32]=1. (4) Reactant: [C:1]([O:5][C:6]([N:8]1[CH2:13][CH2:12][N:11]([S:14]([CH2:17][CH2:18][CH2:19][OH:20])(=[O:16])=[O:15])[CH2:10][CH2:9]1)=[O:7])([CH3:4])([CH3:3])[CH3:2].C(N(C(C)C)CC)(C)C.[CH3:30][O:31][CH2:32]Cl. Product: [C:1]([O:5][C:6]([N:8]1[CH2:13][CH2:12][N:11]([S:14]([CH2:17][CH2:18][CH2:19][O:20][CH2:30][O:31][CH3:32])(=[O:16])=[O:15])[CH2:10][CH2:9]1)=[O:7])([CH3:4])([CH3:3])[CH3:2]. The catalyst class is: 4. (5) Reactant: [C:1]([O:5][C:6]([N:8]1[CH2:12][C@H:11]([C:13]2[CH:18]=[CH:17][CH:16]=[CH:15][CH:14]=2)[CH2:10][C@H:9]1[C:19](O)=[O:20])=[O:7])([CH3:4])([CH3:3])[CH3:2].CCN(C(C)C)C(C)C.CN(C(ON1N=NC2C=CC=NC1=2)=[N+](C)C)C.F[P-](F)(F)(F)(F)F.[NH2:55][C:56]1[S:57][CH:58]=[C:59]([C:61]2[CH:72]=[CH:71][C:64]([C:65]([NH:67][CH:68]3[CH2:70][CH2:69]3)=[O:66])=[CH:63][CH:62]=2)[N:60]=1. Product: [C:1]([O:5][C:6]([N:8]1[CH2:12][C@H:11]([C:13]2[CH:14]=[CH:15][CH:16]=[CH:17][CH:18]=2)[CH2:10][C@H:9]1[C:19](=[O:20])[NH:55][C:56]1[S:57][CH:58]=[C:59]([C:61]2[CH:62]=[CH:63][C:64]([C:65](=[O:66])[NH:67][CH:68]3[CH2:69][CH2:70]3)=[CH:71][CH:72]=2)[N:60]=1)=[O:7])([CH3:4])([CH3:3])[CH3:2]. The catalyst class is: 3. (6) Reactant: [OH:1][C:2]1[C:3]([C:30]([NH:32][CH2:33][C:34]([O:36]CC)=[O:35])=[O:31])=[C:4]2[C:9](=[CH:10][C:11]=1[C:12]1[C:20]3[C:15](=[CH:16][CH:17]=[CH:18][CH:19]=3)[N:14](S(C3C=CC=CC=3)(=O)=O)[CH:13]=1)[N:8]=[CH:7][CH:6]=[N:5]2.[OH-].[Na+]. Product: [OH:1][C:2]1[C:3]([C:30]([NH:32][CH2:33][C:34]([OH:36])=[O:35])=[O:31])=[C:4]2[C:9](=[CH:10][C:11]=1[C:12]1[C:20]3[C:15](=[CH:16][CH:17]=[CH:18][CH:19]=3)[NH:14][CH:13]=1)[N:8]=[CH:7][CH:6]=[N:5]2. The catalyst class is: 8. (7) Reactant: [NH2:1][CH2:2][CH2:3][O:4][CH2:5][CH2:6][O:7][CH2:8][CH2:9][NH:10][C:11]([C:13]1[CH:14]=[CH:15][C:16]([C:19]([NH:21][CH:22]2[C:34]3[NH:33][C:32]4[C:27](=[CH:28][C:29]([Cl:35])=[CH:30][CH:31]=4)[C:26]=3[CH2:25][CH2:24][CH2:23]2)=[O:20])=[N:17][CH:18]=1)=[O:12].C(N(CC)CC)C.[C:43](Cl)(=[O:50])[C:44]1[CH:49]=[CH:48][CH:47]=[CH:46][CH:45]=1. Product: [Cl:35][C:29]1[CH:28]=[C:27]2[C:32](=[CH:31][CH:30]=1)[NH:33][C:34]1[CH:22]([NH:21][C:19]([C:16]3[CH:15]=[CH:14][C:13]([C:11]([NH:10][CH2:9][CH2:8][O:7][CH2:6][CH2:5][O:4][CH2:3][CH2:2][NH:1][C:43]([C:44]4[CH:49]=[CH:48][CH:47]=[CH:46][CH:45]=4)=[O:50])=[O:12])=[CH:18][N:17]=3)=[O:20])[CH2:23][CH2:24][CH2:25][C:26]2=1. The catalyst class is: 4. (8) Reactant: Cl[CH2:2][C@H:3]([OH:18])[CH2:4][P:5]([C:10]([O:15][CH2:16][CH3:17])([O:12][CH2:13][CH3:14])[CH3:11])(=[O:9])[O:6][CH2:7][CH3:8].[NH3:19]. Product: [NH2:19][CH2:2][C@H:3]([OH:18])[CH2:4][P:5]([C:10]([O:15][CH2:16][CH3:17])([O:12][CH2:13][CH3:14])[CH3:11])(=[O:9])[O:6][CH2:7][CH3:8]. The catalyst class is: 8. (9) Reactant: C([N:4]1[C:13]2[CH:12]=[CH:11][CH:10]=[CH:9][C:8]=2[C:7]2[N:14]([CH3:27])[N:15]=[C:16]([C:17]([NH:19][C:20]3[CH:25]=[CH:24][CH:23]=[C:22]([Cl:26])[CH:21]=3)=[O:18])[C:6]=2[CH2:5]1)(=O)C.Cl. Product: [Cl:26][C:22]1[CH:21]=[C:20]([NH:19][C:17]([C:16]2[C:6]3[CH:5]=[N:4][C:13]4[CH:12]=[CH:11][CH:10]=[CH:9][C:8]=4[C:7]=3[N:14]([CH3:27])[N:15]=2)=[O:18])[CH:25]=[CH:24][CH:23]=1. The catalyst class is: 72.